Predict the reactants needed to synthesize the given product. From a dataset of Full USPTO retrosynthesis dataset with 1.9M reactions from patents (1976-2016). (1) The reactants are: [CH:1]1[C:6]([C@H:7]2[C@H:12]([CH2:13][O:14][C:15]3[CH:16]=[CH:17][C:18]4[O:23][CH2:22][O:21][C:19]=4[CH:20]=3)[CH2:11][NH:10][CH2:9][CH2:8]2)=[CH:5][CH:4]=[C:3](F)[CH:2]=1.[CH3:25][S:26]([OH:29])(=[O:28])=[O:27]. Given the product [CH3:25][S:26]([OH:29])(=[O:28])=[O:27].[CH2:8]1[C@@H:7]([C:6]2[CH:1]=[CH:2][CH:3]=[CH:4][CH:5]=2)[C@H:12]([CH2:13][O:14][C:15]2[CH:16]=[CH:17][C:18]3[O:23][CH2:22][O:21][C:19]=3[CH:20]=2)[CH2:11][NH:10][CH2:9]1, predict the reactants needed to synthesize it. (2) Given the product [Br:1][C:2]1[CH:3]=[C:4]2[C:9](=[CH:10][CH:11]=1)[CH:8]=[C:7]([O:12][CH2:21][CH2:20][N:15]1[CH2:16][CH2:17][CH2:18][CH2:19][CH:14]1[CH3:13])[CH:6]=[CH:5]2, predict the reactants needed to synthesize it. The reactants are: [Br:1][C:2]1[CH:3]=[C:4]2[C:9](=[CH:10][CH:11]=1)[CH:8]=[C:7]([OH:12])[CH:6]=[CH:5]2.[CH3:13][CH:14]1[CH2:19][CH2:18][CH2:17][CH2:16][N:15]1[CH2:20][CH2:21]O.C1(P(C2C=CC=CC=2)C2C=CC=CC=2)C=CC=CC=1.N(C(OC(C)C)=O)=NC(OC(C)C)=O.